This data is from Forward reaction prediction with 1.9M reactions from USPTO patents (1976-2016). The task is: Predict the product of the given reaction. (1) The product is: [Cl:28][C:3]1[N:4]([C:12]2[CH:17]=[CH:16][CH:15]=[C:14]([N+:18]([O-:20])=[O:19])[CH:13]=2)[C:5]2[N:6]=[CH:7][N:8]=[C:9]([NH2:11])[C:10]=2[C:2]=1[I:1]. Given the reactants [I:1][C:2]1[C:10]2[C:9]([NH2:11])=[N:8][CH:7]=[N:6][C:5]=2[N:4]([C:12]2[CH:17]=[CH:16][CH:15]=[C:14]([N+:18]([O-:20])=[O:19])[CH:13]=2)[CH:3]=1.C1C(=O)N([Cl:28])C(=O)C1, predict the reaction product. (2) Given the reactants [NH2:1][CH2:2][C@H:3]1[N:8]([C:9]([C:11]2[N:12]=[C:13]([CH3:23])[S:14][C:15]=2[C:16]2[CH:21]=[CH:20][CH:19]=[C:18]([Cl:22])[CH:17]=2)=[O:10])[CH2:7][C@H:6]2[C@@H:4]1[CH2:5]2.[NH:24]1[C:32]2[C:27](=[CH:28][CH:29]=[CH:30][CH:31]=2)[C:26]([C:33](O)=[O:34])=[N:25]1, predict the reaction product. The product is: [Cl:22][C:18]1[CH:17]=[C:16]([C:15]2[S:14][C:13]([CH3:23])=[N:12][C:11]=2[C:9]([N:8]2[CH2:7][C@H:6]3[C@H:4]([CH2:5]3)[C@H:3]2[CH2:2][NH:1][C:33]([C:26]2[C:27]3[C:32](=[CH:31][CH:30]=[CH:29][CH:28]=3)[NH:24][N:25]=2)=[O:34])=[O:10])[CH:21]=[CH:20][CH:19]=1. (3) Given the reactants C[C@H]1CCCCN1C1N2C=C(O[C@H]3C4C(=CC=CC=4)[C@@H](N)CC3)C=CC2=NN=1.[CH3:29][C@H:30]1[CH2:35][CH2:34][CH2:33][C@@H:32](C)[N:31]1[C:37]1[N:41]2[CH:42]=[C:43]([O:46][C@H:47]3[C:56]4[C:51](=[CH:52][CH:53]=[CH:54][CH:55]=4)[C@@H:50]([NH:57][C:58](=[O:80])[NH:59][C:60]4[N:64]([C:65]5[CH:66]=[N:67][N:68]([CH2:70][CH2:71][O:72]S(C)(=O)=O)[CH:69]=5)[N:63]=[C:62]([CH:77](C)[CH3:78])[CH:61]=4)[CH2:49][CH2:48]3)[CH:44]=[CH:45][C:40]2=[N:39][N:38]=1, predict the reaction product. The product is: [CH3:29][C@H:30]1[CH2:35][CH2:34][CH2:33][CH2:32][N:31]1[C:37]1[N:41]2[CH:42]=[C:43]([O:46][C@H:47]3[C:56]4[C:51](=[CH:52][CH:53]=[CH:54][CH:55]=4)[C@@H:50]([NH:57][C:58]([NH:59][C:60]4[N:64]([C:65]5[CH:66]=[N:67][N:68]([CH2:70][CH2:71][OH:72])[CH:69]=5)[N:63]=[C:62]([CH2:77][CH3:78])[CH:61]=4)=[O:80])[CH2:49][CH2:48]3)[CH:44]=[CH:45][C:40]2=[N:39][N:38]=1. (4) Given the reactants [F:1][C:2]1[CH:7]=[CH:6][C:5]([CH2:8][C:9]2[C:10]([N:16]3[CH2:22][C:21]4[CH:23]=[C:24]([C:27]5[CH:36]=[CH:35][C:30]([C:31]([O:33]C)=[O:32])=[CH:29][CH:28]=5)[CH:25]=[CH:26][C:20]=4[O:19][CH2:18][CH2:17]3)=[N:11][CH:12]=[N:13][C:14]=2[CH3:15])=[CH:4][CH:3]=1.CO.[OH-].[K+].Cl, predict the reaction product. The product is: [F:1][C:2]1[CH:7]=[CH:6][C:5]([CH2:8][C:9]2[C:10]([N:16]3[CH2:22][C:21]4[CH:23]=[C:24]([C:27]5[CH:36]=[CH:35][C:30]([C:31]([OH:33])=[O:32])=[CH:29][CH:28]=5)[CH:25]=[CH:26][C:20]=4[O:19][CH2:18][CH2:17]3)=[N:11][CH:12]=[N:13][C:14]=2[CH3:15])=[CH:4][CH:3]=1. (5) Given the reactants [NH2:1][C@H:2]([CH2:32][CH:33]([CH3:35])[CH3:34])[C:3]([N:5]1[CH2:10][CH2:9][CH:8]([N:11]2[N:20]=[C:19]([C:21]3[CH:26]=[CH:25][C:24]([O:27][CH3:28])=[C:23]([O:29][CH3:30])[CH:22]=3)[C@@H:18]3[C@@H:13]([CH2:14][CH2:15][CH2:16][CH2:17]3)[C:12]2=[O:31])[CH2:7][CH2:6]1)=[O:4].[CH:36]1([CH2:39][O:40][C:41]2[CH:49]=[CH:48][C:44]3[O:45][CH2:46][O:47][C:43]=3[C:42]=2[C:50]2[C:51]3[NH:58][CH:57]=[C:56]([C:59](O)=[O:60])[C:52]=3[N:53]=[CH:54][N:55]=2)[CH2:38][CH2:37]1.CN(C(ON1N=NC2C=CC=CC1=2)=[N+](C)C)C.F[P-](F)(F)(F)(F)F.CCN(C(C)C)C(C)C, predict the reaction product. The product is: [CH:36]1([CH2:39][O:40][C:41]2[CH:49]=[CH:48][C:44]3[O:45][CH2:46][O:47][C:43]=3[C:42]=2[C:50]2[C:51]3[NH:58][CH:57]=[C:56]([C:59]([NH:1][C@H:2]([CH2:32][CH:33]([CH3:35])[CH3:34])[C:3]([N:5]4[CH2:6][CH2:7][CH:8]([N:11]5[N:20]=[C:19]([C:21]6[CH:26]=[CH:25][C:24]([O:27][CH3:28])=[C:23]([O:29][CH3:30])[CH:22]=6)[C@@H:18]6[C@@H:13]([CH2:14][CH2:15][CH2:16][CH2:17]6)[C:12]5=[O:31])[CH2:9][CH2:10]4)=[O:4])=[O:60])[C:52]=3[N:53]=[CH:54][N:55]=2)[CH2:37][CH2:38]1.